Dataset: Forward reaction prediction with 1.9M reactions from USPTO patents (1976-2016). Task: Predict the product of the given reaction. (1) Given the reactants [CH:1]1([C:4]2[CH:5]=[C:6]3[C:11](=[CH:12][CH:13]=2)[C:10](=[O:14])[NH:9][N:8]=[CH:7]3)[CH2:3][CH2:2]1.[Br:15][C:16]1[CH:21]=[CH:20][CH:19]=[C:18](Br)[C:17]=1[CH3:23].C(=O)([O-])[O-].[Cs+].[Cs+].O, predict the reaction product. The product is: [Br:15][C:16]1[C:17]([CH3:23])=[C:18]([N:9]2[N:8]=[CH:7][C:6]3[C:11](=[CH:12][CH:13]=[C:4]([CH:1]4[CH2:3][CH2:2]4)[CH:5]=3)[C:10]2=[O:14])[CH:19]=[CH:20][CH:21]=1. (2) Given the reactants F[P-](F)(F)(F)(F)F.[N:8]1(O[P+](N(C)C)(N(C)C)N(C)C)[C:12]2C=CC=[CH:16][C:11]=2N=N1.[Br:28][C:29]1[CH:37]=[CH:36][C:32]([C:33]([OH:35])=O)=[C:31]([NH:38][C:39]([O:41]CC)=O)[CH:30]=1.CN1CCOCC1.C(N)C=C.C1CCN2C(=NCCC2)CC1, predict the reaction product. The product is: [CH2:12]([N:8]1[C:33](=[O:35])[C:32]2[C:31](=[CH:30][C:29]([Br:28])=[CH:37][CH:36]=2)[NH:38][C:39]1=[O:41])[CH:11]=[CH2:16]. (3) Given the reactants [F:1][CH:2]([F:10])[C:3]1[CH:8]=[CH:7][C:6](I)=[CH:5][CH:4]=1.Br[C:12]([F:19])([F:18])[C:13]([O:15][CH2:16][CH3:17])=[O:14].O.O.O.P([O-])([O-])(O)=O.[K+].[K+], predict the reaction product. The product is: [F:1][CH:2]([F:10])[C:3]1[CH:8]=[CH:7][C:6]([C:12]([F:19])([F:18])[C:13]([O:15][CH2:16][CH3:17])=[O:14])=[CH:5][CH:4]=1. (4) The product is: [O:18]=[CH:17][CH:14]([C:10]1[CH:11]=[CH:12][CH:13]=[C:8]([O:1][C:2]2[CH:3]=[CH:4][CH:5]=[CH:6][CH:7]=2)[CH:9]=1)[C:15]#[N:16]. Given the reactants [O:1]([C:8]1[CH:9]=[C:10]([CH2:14][C:15]#[N:16])[CH:11]=[CH:12][CH:13]=1)[C:2]1[CH:7]=[CH:6][CH:5]=[CH:4][CH:3]=1.[CH:17](OCC)=[O:18].COC1C=CC(C(C(=O)C)C#N)=CC=1, predict the reaction product. (5) Given the reactants [F:1][C:2]1[C:7]([C:8]([F:11])([F:10])[F:9])=[CH:6][C:5]([CH2:12]O)=[C:4]([CH2:14]O)[CH:3]=1.CS(Cl)(=O)=O.C(N(CC)CC)C.C(N(CC)C(C)C)(C)C.[C:37]1([C:43]([NH2:56])([C:50]2[CH:55]=[CH:54][CH:53]=[CH:52][CH:51]=2)[C:44]2[CH:49]=[CH:48][CH:47]=[CH:46][CH:45]=2)[CH:42]=[CH:41][CH:40]=[CH:39][CH:38]=1, predict the reaction product. The product is: [F:1][C:2]1[CH:3]=[C:4]2[C:5](=[CH:6][C:7]=1[C:8]([F:11])([F:10])[F:9])[CH2:12][N:56]([C:43]([C:37]1[CH:42]=[CH:41][CH:40]=[CH:39][CH:38]=1)([C:50]1[CH:51]=[CH:52][CH:53]=[CH:54][CH:55]=1)[C:44]1[CH:45]=[CH:46][CH:47]=[CH:48][CH:49]=1)[CH2:14]2. (6) The product is: [CH2:12]([N:14]([CH2:18][CH3:19])[CH2:15][CH2:16][NH:17][C:31]([C:25]1[C:24](=[O:36])[C:23]2[C:28](=[CH:29][CH:30]=[C:21]([I:20])[CH:22]=2)[NH:27][CH:26]=1)=[O:32])[CH3:13]. Given the reactants C[Al](C)C.CCCCCCC.[CH2:12]([N:14]([CH2:18][CH3:19])[CH2:15][CH2:16][NH2:17])[CH3:13].[I:20][C:21]1[CH:22]=[C:23]2[C:28](=[CH:29][CH:30]=1)[NH:27][CH:26]=[C:25]([C:31](OCC)=[O:32])[C:24]2=[O:36].NC(C1C=CC2C(=CC=CC=2)N=1)=O, predict the reaction product. (7) Given the reactants [O:1]=[S:2]1(=[O:18])[CH2:6][CH2:5][CH2:4][N:3]1[C:7]1[CH:17]=[CH:16][C:10]([C:11]([O:13]CC)=O)=[CH:9][N:8]=1.[CH:19]1([C:22]2[C:23]([N:29]3[CH2:34][CH2:33][NH:32][CH2:31][CH2:30]3)=[N:24][CH:25]=[C:26]([CH3:28])[CH:27]=2)[CH2:21][CH2:20]1, predict the reaction product. The product is: [CH:19]1([C:22]2[C:23]([N:29]3[CH2:34][CH2:33][N:32]([C:11]([C:10]4[CH:9]=[N:8][C:7]([N:3]5[CH2:4][CH2:5][CH2:6][S:2]5(=[O:1])=[O:18])=[CH:17][CH:16]=4)=[O:13])[CH2:31][CH2:30]3)=[N:24][CH:25]=[C:26]([CH3:28])[CH:27]=2)[CH2:20][CH2:21]1. (8) Given the reactants C([O:8][C:9]1[CH:14]=[CH:13][C:12]([C:15]2[C:16]3[CH2:34][C:33]4[C:28](=[CH:29][C:30]([O:37][CH2:38][CH2:39][N:40]5[CH2:45][CH2:44][CH2:43][CH2:42][CH2:41]5)=[C:31]([O:35][CH3:36])[CH:32]=4)[C:17]=3[N:18]([CH2:20][O:21][CH2:22][CH2:23][Si:24]([CH3:27])([CH3:26])[CH3:25])[N:19]=2)=[CH:11][CH:10]=1)C1C=CC=CC=1, predict the reaction product. The product is: [CH3:36][O:35][C:31]1[CH:32]=[C:33]2[C:28](=[CH:29][C:30]=1[O:37][CH2:38][CH2:39][N:40]1[CH2:45][CH2:44][CH2:43][CH2:42][CH2:41]1)[C:17]1[N:18]([CH2:20][O:21][CH2:22][CH2:23][Si:24]([CH3:27])([CH3:25])[CH3:26])[N:19]=[C:15]([C:12]3[CH:11]=[CH:10][C:9]([OH:8])=[CH:14][CH:13]=3)[C:16]=1[CH2:34]2.